This data is from HIV replication inhibition screening data with 41,000+ compounds from the AIDS Antiviral Screen. The task is: Binary Classification. Given a drug SMILES string, predict its activity (active/inactive) in a high-throughput screening assay against a specified biological target. (1) The drug is CON=C1CC(NC(=O)C(F)(F)F)c2ccsc21. The result is 0 (inactive). (2) The molecule is CC(=O)c1sc2c(c1O)c(=O)n(-c1ccccc1)c(=S)n2-c1ccccc1. The result is 0 (inactive). (3) The molecule is Cc1noc(NS(=O)(=O)c2ccc(NC(=S)NC=C3C(=O)NC(=O)NC3=O)cc2)c1C. The result is 0 (inactive). (4) The drug is O=C(Nc1nc(-c2ccccc2)cs1)OCC(Cl)(Cl)Cl. The result is 0 (inactive).